This data is from Reaction yield outcomes from USPTO patents with 853,638 reactions. The task is: Predict the reaction yield, written as a fraction of the theoretical maximum amount of product (1.0 means a 100% yield; for example, 0.34 means a 34% yield). (1) The reactants are Cl[C:2]1[CH:11]=[CH:10][C:9]2[C:4](=[CH:5][CH:6]=[CH:7][CH:8]=2)[N:3]=1.[CH:12]1([NH2:19])[CH2:17][CH2:16][CH2:15][CH:14]([NH2:18])[CH2:13]1. No catalyst specified. The product is [N:3]1[C:4]2[C:9](=[CH:8][CH:7]=[CH:6][CH:5]=2)[CH:10]=[CH:11][C:2]=1[NH:18][CH:14]1[CH2:15][CH2:16][CH2:17][CH:12]([NH2:19])[CH2:13]1. The yield is 0.840. (2) The reactants are [Cl:1][C:2]1[N:7]=[C:6](Cl)[C:5]([N+:9]([O-:11])=[O:10])=[CH:4][N:3]=1.[CH3:12][NH2:13]. The catalyst is O1CCCC1.CC(O)C. The product is [Cl:1][C:2]1[N:7]=[C:6]([NH:13][CH3:12])[C:5]([N+:9]([O-:11])=[O:10])=[CH:4][N:3]=1. The yield is 0.860. (3) The reactants are [N+:1]([C:4]1[CH:5]=[C:6]2[C:11](=[O:12])[O:10][C:8](=O)[C:7]2=[CH:13][CH:14]=1)([O-:3])=[O:2].[NH2:15][C:16]1[CH:17]=[C:18]([CH:22]=[CH:23][CH:24]=1)[C:19]([OH:21])=[O:20]. No catalyst specified. The product is [N+:1]([C:4]1[CH:5]=[C:6]2[C:11](=[O:12])[N:15]([C:16]3[CH:24]=[CH:23][CH:22]=[C:18]([C:19]([OH:21])=[O:20])[CH:17]=3)[C:8](=[O:10])[C:7]2=[CH:13][CH:14]=1)([O-:3])=[O:2]. The yield is 0.740. (4) The reactants are C(OC([N:8]1[CH2:13][CH2:12][CH2:11][C@@H:10]([C:14]([NH:16][NH:17][C:18]([C@H:20]2[CH2:26][CH2:25][C@@H:24]3[CH2:27][N:21]2[C:22](=[O:33])[N:23]3[O:28][CH2:29][C:30]([OH:32])=[O:31])=[O:19])=[O:15])[CH2:9]1)=O)(C)(C)C.FC(F)(F)C(O)=O. The catalyst is ClCCl. The product is [O:33]=[C:22]1[N:21]2[CH2:27][C@@H:24]([CH2:25][CH2:26][C@@H:20]2[C:18]([NH:17][NH:16][C:14]([C@@H:10]2[CH2:11][CH2:12][CH2:13][NH:8][CH2:9]2)=[O:15])=[O:19])[N:23]1[O:28][CH2:29][C:30]([OH:32])=[O:31]. The yield is 0.500. (5) The reactants are COC(=O)[O:4][C:5]1[CH:10]=[C:9]([N+:11]([O-:13])=[O:12])[C:8]([C:14]([CH3:17])([CH3:16])[CH3:15])=[CH:7][C:6]=1[C:18]([CH3:21])([CH3:20])[CH3:19].COC(=O)OC1C([N+]([O-])=O)=CC(C(C)(C)C)=CC=1C(C)(C)C.[OH-].[K+].Cl. The catalyst is CO. The product is [C:18]([C:6]1[CH:7]=[C:8]([C:14]([CH3:16])([CH3:15])[CH3:17])[C:9]([N+:11]([O-:13])=[O:12])=[CH:10][C:5]=1[OH:4])([CH3:19])([CH3:20])[CH3:21]. The yield is 0.290. (6) The reactants are CCN(C(C)C)C(C)C.[N:10]1[CH:15]=[CH:14][CH:13]=[CH:12][C:11]=1[C:16]1[CH:24]=[CH:23][C:19]([C:20]([OH:22])=O)=[CH:18][CH:17]=1.C1C=CC2N(O)N=NC=2C=1.CCN=C=NCCCN(C)C.Cl.[NH2:47][CH2:48][C:49]([N:51]1[CH2:56][CH2:55][N:54]([C:57](=[O:68])[C:58]2[CH:63]=[CH:62][CH:61]=[CH:60][C:59]=2[C:64]([F:67])([F:66])[F:65])[CH2:53][CH2:52]1)=[O:50]. The catalyst is CN(C=O)C.O. The product is [O:50]=[C:49]([N:51]1[CH2:52][CH2:53][N:54]([C:57](=[O:68])[C:58]2[CH:63]=[CH:62][CH:61]=[CH:60][C:59]=2[C:64]([F:67])([F:66])[F:65])[CH2:55][CH2:56]1)[CH2:48][NH:47][C:20](=[O:22])[C:19]1[CH:18]=[CH:17][C:16]([C:11]2[CH:12]=[CH:13][CH:14]=[CH:15][N:10]=2)=[CH:24][CH:23]=1. The yield is 0.195. (7) The reactants are N1CCOCC1.Cl.Cl.[N:9]1([CH2:15][C:16]2[N:17]=[C:18]([NH2:21])[S:19][CH:20]=2)[CH2:14][CH2:13][O:12][CH2:11][CH2:10]1.[Cl:22][C:23]1[C:24]([CH3:33])=[C:25]([S:29](Cl)(=[O:31])=[O:30])[CH:26]=[CH:27][CH:28]=1. The product is [ClH:22].[Cl:22][C:23]1[C:24]([CH3:33])=[C:25]([S:29]([NH:21][C:18]2[S:19][CH:20]=[C:16]([CH2:15][N:9]3[CH2:14][CH2:13][O:12][CH2:11][CH2:10]3)[N:17]=2)(=[O:31])=[O:30])[CH:26]=[CH:27][CH:28]=1. The yield is 0.0600. No catalyst specified. (8) The reactants are [O:1]1[CH2:6][CH2:5][CH:4]([CH2:7]SC(=O)C)[CH2:3][CH2:2]1.[O-]CC.[Na+].Br[C:17]([CH3:24])([CH3:23])[C:18]([O:20][CH2:21][CH3:22])=[O:19].O[O:26][S:27]([O-:29])=O.[K+]. The catalyst is C1(C)C=CC=CC=1.C(O)C.C([N+](CCCC)(CCCC)CCCC)CCC.S([O-])(O)(=O)=O.O.C(O)(=O)C. The product is [CH2:21]([O:20][C:18](=[O:19])[C:17]([CH3:24])([S:27]([CH2:7][CH:4]1[CH2:5][CH2:6][O:1][CH2:2][CH2:3]1)(=[O:29])=[O:26])[CH3:23])[CH3:22]. The yield is 0.870.